Task: Predict the reactants needed to synthesize the given product.. Dataset: Full USPTO retrosynthesis dataset with 1.9M reactions from patents (1976-2016) (1) The reactants are: [F:1][C:2]1[C:3]2[CH:4]=[C:5]3[C:14]4[N:15]=[C:16]([C:19]5[C:20]([N:36]([CH3:41])[S:37]([CH3:40])(=[O:39])=[O:38])=[CH:21][C:22]6[O:26][C:25]([C:27]([O:29]C)=[O:28])=[C:24]([C:31](=[O:34])[NH:32][CH3:33])[C:23]=6[CH:35]=5)[CH:17]=[CH:18][C:13]=4[N:12]=[CH:11][N:6]3[C:7]=2[CH:8]=[CH:9][CH:10]=1.O[Li].O.Cl. Given the product [F:1][C:2]1[C:3]2[CH:4]=[C:5]3[C:14]4[N:15]=[C:16]([C:19]5[C:20]([N:36]([CH3:41])[S:37]([CH3:40])(=[O:39])=[O:38])=[CH:21][C:22]6[O:26][C:25]([C:27]([OH:29])=[O:28])=[C:24]([C:31](=[O:34])[NH:32][CH3:33])[C:23]=6[CH:35]=5)[CH:17]=[CH:18][C:13]=4[N:12]=[CH:11][N:6]3[C:7]=2[CH:8]=[CH:9][CH:10]=1, predict the reactants needed to synthesize it. (2) Given the product [CH2:1]([C:3]1[C:11]2[C:6]([NH:7][CH:8]=[N:9][C:10]=2[N:12]2[CH2:17][CH2:16][CH:15]([NH:18][C:19](=[O:26])[C:20]3[CH:21]=[CH:22][CH:23]=[CH:24][CH:25]=3)[CH2:14][CH2:13]2)=[N:5][CH:4]=1)[CH3:2], predict the reactants needed to synthesize it. The reactants are: [CH2:1]([C:3]1[C:11]2[C:10]([N:12]3[CH2:17][CH2:16][CH:15]([NH:18][C:19](=[O:26])[C:20]4[CH:25]=[CH:24][CH:23]=[CH:22][CH:21]=4)[CH2:14][CH2:13]3)=[N:9][CH:8]=[N:7][C:6]=2[N:5](S(C2C=CC=CC=2)(=O)=O)[CH:4]=1)[CH3:2].C(=O)([O-])[O-].[Cs+].[Cs+]. (3) Given the product [CH3:1][N:2]1[CH2:3][CH2:4][C:5]([C:8]2[CH:13]=[CH:12][C:11]([Cl:14])=[C:10]([Cl:15])[CH:9]=2)([CH2:16][O:17][CH2:34][C:24]2[C:25]3[C:30](=[CH:29][CH:28]=[CH:27][CH:26]=3)[C:31]([O:32][CH3:33])=[C:22]([C:20]#[N:21])[C:23]=2[O:36][CH3:37])[CH2:6][CH2:7]1, predict the reactants needed to synthesize it. The reactants are: [CH3:1][N:2]1[CH2:7][CH2:6][C:5]([CH2:16][OH:17])([C:8]2[CH:13]=[CH:12][C:11]([Cl:14])=[C:10]([Cl:15])[CH:9]=2)[CH2:4][CH2:3]1.[H-].[Na+].[C:20]([C:22]1[C:23]([O:36][CH3:37])=[C:24]([CH2:34]I)[C:25]2[C:30]([C:31]=1[O:32][CH3:33])=[CH:29][CH:28]=[CH:27][CH:26]=2)#[N:21]. (4) The reactants are: [Br:1][C:2]1[CH:7]=[CH:6][C:5]([C:8]2[N:9]=[C:10](Cl)[C:11]3[CH2:16][O:15][C:14]([CH3:18])([CH3:17])[C:12]=3[N:13]=2)=[CH:4][CH:3]=1.Cl.[CH:21]12[O:28][CH:25]([CH2:26][CH2:27]1)[CH2:24][NH:23][CH2:22]2.C(N(CC)CC)C. Given the product [CH:25]12[O:28][CH:21]([CH2:27][CH2:26]1)[CH2:22][N:23]([C:10]1[C:11]3[CH2:16][O:15][C:14]([CH3:18])([CH3:17])[C:12]=3[N:13]=[C:8]([C:5]3[CH:6]=[CH:7][C:2]([Br:1])=[CH:3][CH:4]=3)[N:9]=1)[CH2:24]2, predict the reactants needed to synthesize it. (5) Given the product [C:29]([N:17]1[CH2:16][CH2:15][N:14]([C:4]2[N:5]=[C:6]([CH2:8][C:9]3[CH:13]=[CH:12][S:11][CH:10]=3)[NH:7][C:2](=[O:1])[C:3]=2[C:20]#[N:21])[CH2:19][CH2:18]1)(=[O:31])[CH3:30], predict the reactants needed to synthesize it. The reactants are: [O:1]=[C:2]1[NH:7][C:6]([CH2:8][C:9]2[CH:13]=[CH:12][S:11][CH:10]=2)=[N:5][C:4]([N:14]2[CH2:19][CH2:18][NH:17][CH2:16][CH2:15]2)=[C:3]1[C:20]#[N:21].C(N(CC)CC)C.[C:29](Cl)(=[O:31])[CH3:30]. (6) Given the product [C:40]1([C:43]2[CH:48]=[CH:47][CH:46]=[CH:45][CH:44]=2)[CH:41]=[CH:42][C:37]([C:15]2[C:14]([F:19])=[CH:13][C:12]3[N:8]([CH2:7][C:4]4[CH:3]=[CH:2][C:1]([C:30]5[CH:35]=[CH:34][CH:33]=[CH:32][CH:31]=5)=[CH:6][CH:5]=4)[C:9]([O:20][CH2:21][CH:22]4[CH2:24][CH:23]4[C:25]([O:27][CH2:28][CH3:29])=[O:26])=[N:10][C:11]=3[C:16]=2[F:17])=[CH:38][CH:39]=1, predict the reactants needed to synthesize it. The reactants are: [C:1]1([C:30]2[CH:35]=[CH:34][CH:33]=[CH:32][CH:31]=2)[CH:6]=[CH:5][C:4]([CH2:7][N:8]2[C:12]3[CH:13]=[C:14]([F:19])[C:15](I)=[C:16]([F:17])[C:11]=3[N:10]=[C:9]2[O:20][CH2:21][CH:22]2[CH2:24][CH:23]2[C:25]([O:27][CH2:28][CH3:29])=[O:26])=[CH:3][CH:2]=1.B(O)(O)[C:37]1[CH:38]=[CH:39][C:40]([C:43]2[CH:44]=[CH:45][CH:46]=[CH:47][CH:48]=2)=[CH:41][CH:42]=1.C([O-])([O-])=O.[K+].[K+]. (7) Given the product [Br:1][C:2]1[CH:3]=[C:4]([C:17]2[C:18]3[C:13](=[CH:12][CH:11]=[CH:10][CH:9]=3)[CH:14]=[CH:15][CH:16]=2)[CH:5]=[CH:6][CH:7]=1, predict the reactants needed to synthesize it. The reactants are: [Br:1][C:2]1[CH:3]=[C:4](I)[CH:5]=[CH:6][CH:7]=1.[C:9]1(B(O)O)[C:18]2[C:13](=[CH:14][CH:15]=[CH:16][CH:17]=2)[CH:12]=[CH:11][CH:10]=1.